From a dataset of NCI-60 drug combinations with 297,098 pairs across 59 cell lines. Regression. Given two drug SMILES strings and cell line genomic features, predict the synergy score measuring deviation from expected non-interaction effect. (1) Drug 1: CC12CCC3C(C1CCC2=O)CC(=C)C4=CC(=O)C=CC34C. Drug 2: COCCOC1=C(C=C2C(=C1)C(=NC=N2)NC3=CC=CC(=C3)C#C)OCCOC.Cl. Cell line: SN12C. Synergy scores: CSS=20.1, Synergy_ZIP=1.53, Synergy_Bliss=3.02, Synergy_Loewe=3.27, Synergy_HSA=4.41. (2) Drug 1: CC1=C(N=C(N=C1N)C(CC(=O)N)NCC(C(=O)N)N)C(=O)NC(C(C2=CN=CN2)OC3C(C(C(C(O3)CO)O)O)OC4C(C(C(C(O4)CO)O)OC(=O)N)O)C(=O)NC(C)C(C(C)C(=O)NC(C(C)O)C(=O)NCCC5=NC(=CS5)C6=NC(=CS6)C(=O)NCCC[S+](C)C)O. Drug 2: C1CN(CCN1C(=O)CCBr)C(=O)CCBr. Cell line: SK-MEL-28. Synergy scores: CSS=15.8, Synergy_ZIP=-4.81, Synergy_Bliss=-0.764, Synergy_Loewe=0.891, Synergy_HSA=0.776.